This data is from Full USPTO retrosynthesis dataset with 1.9M reactions from patents (1976-2016). The task is: Predict the reactants needed to synthesize the given product. Given the product [CH3:23][O:22][C:20]([C@@H:12]1[C@H:13]([C:14]2[CH:19]=[CH:18][CH:17]=[CH:16][CH:15]=2)[C@H:11]1[C:8]1[CH:9]=[CH:10][C:5]([C:25]2[CH:26]=[C:27]3[C:31](=[CH:32][CH:33]=2)[CH2:30][N:29]([CH:34]2[CH2:36][CH2:35]2)[CH2:28]3)=[CH:6][CH:7]=1)=[O:21], predict the reactants needed to synthesize it. The reactants are: B([O-])[O-].Br[C:5]1[CH:10]=[CH:9][C:8]([C@@H:11]2[C@@H:13]([C:14]3[CH:19]=[CH:18][CH:17]=[CH:16][CH:15]=3)[C@H:12]2[C:20]([O:22][CH3:23])=[O:21])=[CH:7][CH:6]=1.Br[C:25]1[CH:26]=[C:27]2[C:31](=[CH:32][CH:33]=1)[CH2:30][N:29]([CH:34]1[CH2:36][CH2:35]1)[CH2:28]2.